From a dataset of Full USPTO retrosynthesis dataset with 1.9M reactions from patents (1976-2016). Predict the reactants needed to synthesize the given product. (1) Given the product [F:1][C:2]([F:6])([CH3:5])[CH2:3][O:4][S:21]([C:24]([F:27])([F:26])[F:25])(=[O:23])=[O:22], predict the reactants needed to synthesize it. The reactants are: [F:1][C:2]([F:6])([CH3:5])[CH2:3][OH:4].CN(CCCN)C.C(N(CC)CC)C.[S:21](O[S:21]([C:24]([F:27])([F:26])[F:25])(=[O:23])=[O:22])([C:24]([F:27])([F:26])[F:25])(=[O:23])=[O:22]. (2) Given the product [CH2:10]([O:12][C:13](=[O:21])[C:14]1[CH:19]=[CH:18][CH:17]=[C:16]([O:20][CH2:5][CH:4]([O:7][CH2:8][CH3:9])[O:3][CH2:1][CH3:2])[CH:15]=1)[CH3:11], predict the reactants needed to synthesize it. The reactants are: [CH2:1]([O:3][CH:4]([O:7][CH2:8][CH3:9])[CH2:5]Br)[CH3:2].[CH2:10]([O:12][C:13](=[O:21])[C:14]1[CH:19]=[CH:18][CH:17]=[C:16]([OH:20])[CH:15]=1)[CH3:11].C(=O)([O-])[O-].[K+].[K+].[I-].[Na+]. (3) Given the product [NH2:2][C:3]1[N:8]=[C:7]([NH:9][C@@H:10]([CH2:13][CH2:14][CH2:15][CH3:16])[CH2:11][OH:12])[C:6]([CH2:17][C:18]2[CH:23]=[CH:22][C:21]([CH2:24][C:25]([O:27][CH3:31])=[O:26])=[CH:20][C:19]=2[O:28][CH3:29])=[C:5]([CH3:30])[N:4]=1, predict the reactants needed to synthesize it. The reactants are: Cl.[NH2:2][C:3]1[N:8]=[C:7]([NH:9][C@@H:10]([CH2:13][CH2:14][CH2:15][CH3:16])[CH2:11][OH:12])[C:6]([CH2:17][C:18]2[CH:23]=[CH:22][C:21]([CH2:24][C:25]([OH:27])=[O:26])=[CH:20][C:19]=2[O:28][CH3:29])=[C:5]([CH3:30])[N:4]=1.[C:31]([O-])(O)=O.[Na+]. (4) The reactants are: [NH2:1][C:2]1[N:6]([C:7](=[O:16])[C:8]2[C:13]([F:14])=[CH:12][CH:11]=[CH:10][C:9]=2[F:15])[N:5]=[C:4]([NH:17][C:18]2[CH:23]=[CH:22][C:21]([S:24]([NH2:27])(=[O:26])=[O:25])=[CH:20][CH:19]=2)[N:3]=1.CC(C)([O-])C.[K+].Cl[C:35](=[O:43])[CH2:36][CH2:37][C:38]([O:40][CH2:41][CH3:42])=[O:39]. Given the product [CH2:41]([O:40][C:38](=[O:39])[CH2:37][CH2:36][C:35]([NH:27][S:24]([C:21]1[CH:22]=[CH:23][C:18]([NH:17][C:4]2[N:3]=[C:2]([NH2:1])[N:6]([C:7](=[O:16])[C:8]3[C:13]([F:14])=[CH:12][CH:11]=[CH:10][C:9]=3[F:15])[N:5]=2)=[CH:19][CH:20]=1)(=[O:25])=[O:26])=[O:43])[CH3:42], predict the reactants needed to synthesize it. (5) The reactants are: Br[C:2]1[N:7]=[C:6]([C:8]2[CH:9]=[C:10]([OH:14])[CH:11]=[CH:12][CH:13]=2)[N:5]=[C:4]2[N:15]([C:18]3[CH:23]=[CH:22][CH:21]=[CH:20][CH:19]=3)[N:16]=[CH:17][C:3]=12.[CH3:24][C@H:25]1[CH2:30][O:29][CH2:28][CH2:27][NH:26]1. Given the product [CH3:24][C@@H:25]1[N:26]([C:2]2[N:7]=[C:6]([C:8]3[CH:9]=[C:10]([OH:14])[CH:11]=[CH:12][CH:13]=3)[N:5]=[C:4]3[N:15]([C:18]4[CH:23]=[CH:22][CH:21]=[CH:20][CH:19]=4)[N:16]=[CH:17][C:3]=23)[CH2:27][CH2:28][O:29][CH2:30]1, predict the reactants needed to synthesize it. (6) Given the product [CH3:30][C:24]1[CH:25]=[C:26]([S:29][CH2:2][C:3]2[CH:7]=[C:6]([C:8]3[CH:13]=[CH:12][C:11]([C:14]([F:17])([F:16])[F:15])=[CH:10][CH:9]=3)[O:5][N:4]=2)[CH:27]=[CH:28][C:23]=1[O:22][CH2:21][C:20]([OH:31])=[O:19], predict the reactants needed to synthesize it. The reactants are: Cl[CH2:2][C:3]1[CH:7]=[C:6]([C:8]2[CH:13]=[CH:12][C:11]([C:14]([F:17])([F:16])[F:15])=[CH:10][CH:9]=2)[O:5][N:4]=1.C[O:19][C:20](=[O:31])[CH2:21][O:22][C:23]1[CH:28]=[CH:27][C:26]([SH:29])=[CH:25][C:24]=1[CH3:30]. (7) Given the product [CH3:42][CH:41]([S:44]([NH:1][CH2:2][CH2:3][N:4]([C:5]1[CH:10]=[CH:9][C:8]([C@@H:11]2[CH2:15][CH2:14][CH2:13][C@@H:12]2[NH:16][S:17]([CH:20]([CH3:22])[CH3:21])(=[O:19])=[O:18])=[CH:7][CH:6]=1)[CH2:23][C:24]1[CH:25]=[CH:26][CH:27]=[CH:28][CH:29]=1)(=[O:46])=[O:45])[CH3:43], predict the reactants needed to synthesize it. The reactants are: [NH2:1][CH2:2][CH2:3][N:4]([CH2:23][C:24]1[CH:29]=[CH:28][CH:27]=[CH:26][CH:25]=1)[C:5]1[CH:10]=[CH:9][C:8]([C@H:11]2[CH2:15][CH2:14][CH2:13][C@H:12]2[NH:16][S:17]([CH:20]([CH3:22])[CH3:21])(=[O:19])=[O:18])=[CH:7][CH:6]=1.C1CCN2C(=NCCC2)CC1.[CH:41]([S:44](Cl)(=[O:46])=[O:45])([CH3:43])[CH3:42]. (8) Given the product [Cl:1][C:2]1[CH:27]=[CH:26][CH:25]=[CH:24][C:3]=1[C:4]([NH:6][C:7](=[O:23])[NH:8][C:9]1[S:10][C:11]2[CH:17]=[C:16]([S:18]([CH2:21][CH2:22][N:31]3[CH2:32][CH2:33][CH:29]([OH:28])[CH2:30]3)(=[O:20])=[O:19])[CH:15]=[CH:14][C:12]=2[N:13]=1)=[O:5], predict the reactants needed to synthesize it. The reactants are: [Cl:1][C:2]1[CH:27]=[CH:26][CH:25]=[CH:24][C:3]=1[C:4]([NH:6][C:7](=[O:23])[NH:8][C:9]1[S:10][C:11]2[CH:17]=[C:16]([S:18]([CH:21]=[CH2:22])(=[O:20])=[O:19])[CH:15]=[CH:14][C:12]=2[N:13]=1)=[O:5].[OH:28][CH:29]1[CH2:33][CH2:32][NH:31][CH2:30]1. (9) Given the product [CH3:18][O:19][C:20]([C:22]1[C:30]2[C:25](=[CH:26][C:27]([C:7]3[CH:6]=[CH:5][C:4]([OH:17])=[CH:3][C:2]=3[CH3:1])=[CH:28][CH:29]=2)[N:24]([CH3:32])[CH:23]=1)=[O:21], predict the reactants needed to synthesize it. The reactants are: [CH3:1][C:2]1[CH:3]=[C:4]([OH:17])[CH:5]=[CH:6][C:7]=1B1OC(C)(C)C(C)(C)O1.[CH3:18][O:19][C:20]([C:22]1[C:30]2[C:25](=[CH:26][C:27](Br)=[CH:28][CH:29]=2)[NH:24][CH:23]=1)=[O:21].[C:32](=O)([O-])[O-].[K+].[K+].Cl.